From a dataset of NCI-60 drug combinations with 297,098 pairs across 59 cell lines. Regression. Given two drug SMILES strings and cell line genomic features, predict the synergy score measuring deviation from expected non-interaction effect. (1) Drug 1: CC1=CC2C(CCC3(C2CCC3(C(=O)C)OC(=O)C)C)C4(C1=CC(=O)CC4)C. Drug 2: C1=CC=C(C(=C1)C(C2=CC=C(C=C2)Cl)C(Cl)Cl)Cl. Cell line: SNB-75. Synergy scores: CSS=0.453, Synergy_ZIP=2.18, Synergy_Bliss=4.28, Synergy_Loewe=-0.763, Synergy_HSA=-1.09. (2) Drug 1: C1CC(=O)NC(=O)C1N2CC3=C(C2=O)C=CC=C3N. Drug 2: C1=NNC2=C1C(=O)NC=N2. Synergy scores: CSS=6.41, Synergy_ZIP=-3.08, Synergy_Bliss=1.95, Synergy_Loewe=2.43, Synergy_HSA=2.48. Cell line: PC-3. (3) Drug 1: C1CC(=O)NC(=O)C1N2CC3=C(C2=O)C=CC=C3N. Drug 2: COC1=C(C=C2C(=C1)N=CN=C2NC3=CC(=C(C=C3)F)Cl)OCCCN4CCOCC4. Cell line: HOP-62. Synergy scores: CSS=15.9, Synergy_ZIP=-5.81, Synergy_Bliss=-1.41, Synergy_Loewe=0.0255, Synergy_HSA=2.90. (4) Drug 1: COC1=C(C=C2C(=C1)N=CN=C2NC3=CC(=C(C=C3)F)Cl)OCCCN4CCOCC4. Drug 2: C1=CN(C=N1)CC(O)(P(=O)(O)O)P(=O)(O)O. Cell line: HOP-92. Synergy scores: CSS=24.2, Synergy_ZIP=-6.18, Synergy_Bliss=-3.91, Synergy_Loewe=-0.545, Synergy_HSA=0.303. (5) Drug 1: C1CCN(CC1)CCOC2=CC=C(C=C2)C(=O)C3=C(SC4=C3C=CC(=C4)O)C5=CC=C(C=C5)O. Drug 2: CC1=C(C=C(C=C1)NC2=NC=CC(=N2)N(C)C3=CC4=NN(C(=C4C=C3)C)C)S(=O)(=O)N.Cl. Cell line: MDA-MB-231. Synergy scores: CSS=7.33, Synergy_ZIP=-1.97, Synergy_Bliss=-2.40, Synergy_Loewe=-4.80, Synergy_HSA=-4.21. (6) Drug 1: CC1C(C(CC(O1)OC2CC(CC3=C2C(=C4C(=C3O)C(=O)C5=C(C4=O)C(=CC=C5)OC)O)(C(=O)C)O)N)O.Cl. Drug 2: CNC(=O)C1=NC=CC(=C1)OC2=CC=C(C=C2)NC(=O)NC3=CC(=C(C=C3)Cl)C(F)(F)F. Cell line: HOP-62. Synergy scores: CSS=40.6, Synergy_ZIP=0.553, Synergy_Bliss=5.69, Synergy_Loewe=-3.43, Synergy_HSA=5.66. (7) Drug 2: CN(C)C1=NC(=NC(=N1)N(C)C)N(C)C. Cell line: OVCAR-8. Synergy scores: CSS=16.4, Synergy_ZIP=1.67, Synergy_Bliss=3.97, Synergy_Loewe=-17.3, Synergy_HSA=-0.451. Drug 1: C1=C(C(=O)NC(=O)N1)N(CCCl)CCCl.